This data is from Catalyst prediction with 721,799 reactions and 888 catalyst types from USPTO. The task is: Predict which catalyst facilitates the given reaction. (1) Reactant: [OH:1][C:2]1[CH:3]=[C:4]2[C:8](=[CH:9][CH:10]=1)[NH:7][CH:6]=[CH:5]2.C1(P(C2C=CC=CC=2)C2C=CC=CC=2)C=CC=CC=1.[F:30][C:31]1[CH:39]=[CH:38][C:34]([CH2:35][CH2:36]O)=[CH:33][CH:32]=1.CC(OC(/N=N/C(OC(C)C)=O)=O)C. Product: [F:30][C:31]1[CH:39]=[CH:38][C:34]([CH2:35][CH2:36][O:1][C:2]2[CH:3]=[C:4]3[C:8](=[CH:9][CH:10]=2)[NH:7][CH:6]=[CH:5]3)=[CH:33][CH:32]=1. The catalyst class is: 1. (2) The catalyst class is: 8. Product: [O:41]1[CH2:42][CH2:43][N:38]([C:2]2[N:7]=[C:6]([O:8][C:9]3[CH:37]=[CH:36][CH:35]=[CH:34][C:10]=3[CH2:11][NH:12][C:13]([NH:15][C:16]3[N:20]([C:21]4[CH:26]=[CH:25][C:24]([O:27][CH3:28])=[C:23]([CH3:29])[CH:22]=4)[N:19]=[C:18]([C:30]([CH3:33])([CH3:31])[CH3:32])[CH:17]=3)=[O:14])[CH:5]=[CH:4][N:3]=2)[CH2:39][CH2:40]1. Reactant: Cl[C:2]1[N:7]=[C:6]([O:8][C:9]2[CH:37]=[CH:36][CH:35]=[CH:34][C:10]=2[CH2:11][NH:12][C:13]([NH:15][C:16]2[N:20]([C:21]3[CH:26]=[CH:25][C:24]([O:27][CH3:28])=[C:23]([CH3:29])[CH:22]=3)[N:19]=[C:18]([C:30]([CH3:33])([CH3:32])[CH3:31])[CH:17]=2)=[O:14])[CH:5]=[CH:4][N:3]=1.[NH:38]1[CH2:43][CH2:42][O:41][CH2:40][CH2:39]1. (3) Reactant: [O:1]1[CH2:5][CH2:4][CH:3]([CH:6]2[C:15]3[C:10](=[CH:11][CH:12]=[CH:13][CH:14]=3)[NH:9][CH2:8][CH2:7]2)[CH2:2]1.I[CH2:17][C:18]([NH2:20])=[O:19].CCN(C(C)C)C(C)C.[OH-].[Na+]. Product: [O:1]1[CH2:5][CH2:4][CH:3]([CH:6]2[C:15]3[C:10](=[CH:11][CH:12]=[CH:13][CH:14]=3)[N:9]([CH2:17][C:18]([NH2:20])=[O:19])[CH2:8][CH2:7]2)[CH2:2]1. The catalyst class is: 3. (4) Reactant: Cl[C:2]1[C:7]([CH:8]=O)=[C:6]([Cl:10])[N:5]=[C:4]([S:11][CH3:12])[N:3]=1.C(O)(=O)C(O)=O.[CH2:19]([NH:21][NH2:22])[CH3:20]. Product: [Cl:10][C:6]1[N:5]=[C:4]([S:11][CH3:12])[N:3]=[C:2]2[N:21]([CH2:19][CH3:20])[N:22]=[CH:8][C:7]=12. The catalyst class is: 8. (5) Reactant: C([O:8][C@H:9]([C:11]1[N:15]([CH2:16][CH2:17][CH3:18])[C:14](=[O:19])[N:13]([CH2:20][C:21]2[CH:26]=[CH:25][C:24]([CH3:27])=[CH:23][CH:22]=2)[N:12]=1)[CH3:10])C1C=CC=CC=1.C(O)(=O)C. Product: [OH:8][C@H:9]([C:11]1[N:15]([CH2:16][CH2:17][CH3:18])[C:14](=[O:19])[N:13]([CH2:20][C:21]2[CH:22]=[CH:23][C:24]([CH3:27])=[CH:25][CH:26]=2)[N:12]=1)[CH3:10]. The catalyst class is: 63. (6) Reactant: [NH2:1][C:2]1[CH:6]=[C:5]([C:7]2[CH:12]=[CH:11][C:10]([O:13][CH3:14])=[CH:9][CH:8]=2)[S:4][C:3]=1[C:15]([O:17]C)=[O:16].[OH-].[Li+].Cl. Product: [NH2:1][C:2]1[CH:6]=[C:5]([C:7]2[CH:8]=[CH:9][C:10]([O:13][CH3:14])=[CH:11][CH:12]=2)[S:4][C:3]=1[C:15]([OH:17])=[O:16]. The catalyst class is: 12. (7) Reactant: Cl.[NH2:2][C:3]1[CH:4]=[C:5]([CH:8]=[C:9]([NH:11][C:12]2[C:21]3[C:16](=[CH:17][C:18]([Cl:22])=[CH:19][CH:20]=3)[N:15]=[CH:14][CH:13]=2)[CH:10]=1)[C:6]#[N:7].Cl.Cl[CH2:25][CH2:26][N:27]1[CH2:32][CH2:31][CH2:30][CH2:29][CH2:28]1.C([O-])([O-])=O.[K+].[K+].CCN(C(C)C)C(C)C. Product: [NH2:2][C:3]1[CH:4]=[C:5]([CH:8]=[C:9]([N:11]=[C:12]2[C:21]3[C:16](=[CH:17][C:18]([Cl:22])=[CH:19][CH:20]=3)[N:15]([CH2:25][CH2:26][N:27]3[CH2:32][CH2:31][CH2:30][CH2:29][CH2:28]3)[CH:14]=[CH:13]2)[CH:10]=1)[C:6]#[N:7]. The catalyst class is: 10. (8) Reactant: [F:1][C:2]1[CH:7]=[CH:6][C:5]([C:8]2[CH:13]=[CH:12][N:11]=[CH:10][C:9]=2[N:14]([CH3:31])[C:15](=[O:30])[C:16]2[CH:21]=[C:20]([C:22]([F:25])([F:24])[F:23])[CH:19]=[C:18]([S:26][CH2:27][CH2:28]O)[CH:17]=2)=[C:4]([O:32][CH3:33])[CH:3]=1.C([N:36]([CH2:39][CH3:40])[CH2:37]C)C.CS(Cl)(=O)=O.C([O-])(O)=O.[Na+].N1CCC1.[NH4+].[Cl-]. Product: [N:36]1([CH2:28][CH2:27][S:26][C:18]2[CH:17]=[C:16]([CH:21]=[C:20]([C:22]([F:23])([F:25])[F:24])[CH:19]=2)[C:15]([N:14]([C:9]2[CH:10]=[N:11][CH:12]=[CH:13][C:8]=2[C:5]2[CH:6]=[CH:7][C:2]([F:1])=[CH:3][C:4]=2[O:32][CH3:33])[CH3:31])=[O:30])[CH2:37][CH2:40][CH2:39]1. The catalyst class is: 91.